Dataset: Blood-brain barrier permeability classification from the B3DB database. Task: Regression/Classification. Given a drug SMILES string, predict its absorption, distribution, metabolism, or excretion properties. Task type varies by dataset: regression for continuous measurements (e.g., permeability, clearance, half-life) or binary classification for categorical outcomes (e.g., BBB penetration, CYP inhibition). Dataset: b3db_classification. (1) The drug is O=C1CN2CCO[C@]2(c2ccccc2F)c2cc(Cl)ccc2N1CCO. The result is 1 (penetrates BBB). (2) The molecule is N[C@@H](Cc1ccc(N(CCCl)CCCl)cc1)C(=O)O. The result is 0 (does not penetrate BBB). (3) The drug is CN1CCCC[C@@H]1CCN1c2ccccc2Sc2ccc([S@@+](C)[O-])cc21. The result is 1 (penetrates BBB). (4) The drug is CC1(C)S[C@@H]2[C@@H](N3C(=O)C(c4ccc(O)cc4)NC3(C)C)C(=O)N2[C@H]1C(=O)O. The result is 0 (does not penetrate BBB). (5) The compound is CCCCCCCCC. The result is 1 (penetrates BBB).